From a dataset of Full USPTO retrosynthesis dataset with 1.9M reactions from patents (1976-2016). Predict the reactants needed to synthesize the given product. (1) Given the product [C:1]1([S:7]([N:10]2[C:14]3[N:15]=[CH:16][N:17]=[C:18]([Cl:19])[C:13]=3[C:12]([C:25]3[CH:26]=[CH:27][C:22]([CH3:21])=[CH:23][CH:24]=3)=[CH:11]2)(=[O:9])=[O:8])[CH:6]=[CH:5][CH:4]=[CH:3][CH:2]=1, predict the reactants needed to synthesize it. The reactants are: [C:1]1([S:7]([N:10]2[C:14]3[N:15]=[CH:16][N:17]=[C:18]([Cl:19])[C:13]=3[C:12](I)=[CH:11]2)(=[O:9])=[O:8])[CH:6]=[CH:5][CH:4]=[CH:3][CH:2]=1.[CH3:21][C:22]1[CH:27]=[CH:26][C:25](B(O)O)=[CH:24][CH:23]=1.C([O-])(O)=O.[Na+].CCO. (2) Given the product [C:21]([C:23]1[CH:28]=[C:27]([C:2]2[N:3]=[C:4]([NH:8][C:9]3[CH:14]=[CH:13][C:12]([N:15]4[CH2:20][CH2:19][O:18][CH2:17][CH2:16]4)=[CH:11][CH:10]=3)[N:5]=[CH:6][N:7]=2)[CH:26]=[CH:25][C:24]=1[NH:38][C:39]([CH:41]1[CH2:43][CH2:42]1)=[O:40])#[N:22], predict the reactants needed to synthesize it. The reactants are: Cl[C:2]1[N:7]=[CH:6][N:5]=[C:4]([NH:8][C:9]2[CH:14]=[CH:13][C:12]([N:15]3[CH2:20][CH2:19][O:18][CH2:17][CH2:16]3)=[CH:11][CH:10]=2)[N:3]=1.[C:21]([C:23]1[CH:28]=[C:27](B2OC(C)(C)C(C)(C)O2)[CH:26]=[CH:25][C:24]=1[NH:38][C:39]([CH:41]1[CH2:43][CH2:42]1)=[O:40])#[N:22].C1(P(C2C=CC=CC=2)C2C=CC=CC=2)C=CC=CC=1.C(=O)([O-])[O-].[Na+].[Na+].